This data is from Reaction yield outcomes from USPTO patents with 853,638 reactions. The task is: Predict the reaction yield, written as a fraction of the theoretical maximum amount of product (1.0 means a 100% yield; for example, 0.34 means a 34% yield). (1) The reactants are [N+:1]([C:4]1[CH:9]=[CH:8][CH:7]=[C:6]([N+:10]([O-])=O)[C:5]=1[NH:13][CH2:14][CH2:15][C:16]([O:18][CH2:19][CH3:20])=[O:17])([O-])=O. The catalyst is [Pd].O1CCCC1. The product is [NH2:1][C:4]1[CH:9]=[CH:8][CH:7]=[C:6]([NH2:10])[C:5]=1[NH:13][CH2:14][CH2:15][C:16]([O:18][CH2:19][CH3:20])=[O:17]. The yield is 0.910. (2) The reactants are Cl[C:2]1[C:11]2[C:6](=[CH:7][C:8]([O:12][CH3:13])=[CH:9][CH:10]=2)[CH:5]=[CH:4][N:3]=1.[NH3:14]. The catalyst is C(O)CO.CO.[Cu-]=O. The product is [CH3:13][O:12][C:8]1[CH:7]=[C:6]2[C:11](=[CH:10][CH:9]=1)[C:2]([NH2:14])=[N:3][CH:4]=[CH:5]2. The yield is 0.720. (3) The reactants are [NH2:1][CH2:2][CH2:3][CH:4]([N:6]1[CH2:11][CH2:10][CH:9]([N:12]([CH2:37][C:38]2[CH:43]=[C:42]([Cl:44])[CH:41]=[CH:40][C:39]=2[F:45])[C:13]2[CH:18]=[CH:17][C:16]([S:19]([N:22]([CH2:30][C:31]3[CH:36]=[CH:35][CH:34]=[CH:33][CH:32]=3)[CH2:23][C:24]3[CH:29]=[CH:28][CH:27]=[CH:26][CH:25]=3)(=[O:21])=[O:20])=[CH:15][CH:14]=2)[CH2:8][CH2:7]1)[CH3:5].[Cl:46][C:47]1[CH:55]=[CH:54][CH:53]=[C:52]([CH3:56])[C:48]=1[C:49](O)=[O:50]. No catalyst specified. The product is [Cl:46][C:47]1[CH:55]=[CH:54][CH:53]=[C:52]([CH3:56])[C:48]=1[C:49]([NH:1][CH2:2][CH2:3][CH:4]([N:6]1[CH2:11][CH2:10][CH:9]([N:12]([CH2:37][C:38]2[CH:43]=[C:42]([Cl:44])[CH:41]=[CH:40][C:39]=2[F:45])[C:13]2[CH:18]=[CH:17][C:16]([S:19](=[O:20])(=[O:21])[N:22]([CH2:23][C:24]3[CH:29]=[CH:28][CH:27]=[CH:26][CH:25]=3)[CH2:30][C:31]3[CH:32]=[CH:33][CH:34]=[CH:35][CH:36]=3)=[CH:15][CH:14]=2)[CH2:8][CH2:7]1)[CH3:5])=[O:50]. The yield is 1.00. (4) The catalyst is CO.C1COCC1.O. The reactants are [C:1]([O:5][C:6]([NH:8][C:9]([NH:18][CH2:19][CH2:20][CH2:21][CH2:22][C@H:23]([NH:44][C:45]([O:47][C:48]([CH3:51])([CH3:50])[CH3:49])=[O:46])[C:24](=[O:43])[NH:25][CH2:26][CH2:27][CH2:28][CH2:29][C@H:30]([NH:35][C:36]([O:38][C:39]([CH3:42])([CH3:41])[CH3:40])=[O:37])[C:31]([O:33]C)=[O:32])=[N:10][C:11](=[O:17])[O:12][C:13]([CH3:16])([CH3:15])[CH3:14])=[O:7])([CH3:4])([CH3:3])[CH3:2].[OH-].[Na+]. The yield is 0.940. The product is [C:13]([O:12][C:11]([NH:10][C:9]([NH:18][CH2:19][CH2:20][CH2:21][CH2:22][C@H:23]([NH:44][C:45]([O:47][C:48]([CH3:51])([CH3:50])[CH3:49])=[O:46])[C:24](=[O:43])[NH:25][CH2:26][CH2:27][CH2:28][CH2:29][C@H:30]([NH:35][C:36]([O:38][C:39]([CH3:42])([CH3:41])[CH3:40])=[O:37])[C:31]([OH:33])=[O:32])=[N:8][C:6](=[O:7])[O:5][C:1]([CH3:4])([CH3:3])[CH3:2])=[O:17])([CH3:14])([CH3:15])[CH3:16]. (5) The reactants are [I-:1].[Na+].CN[C@@H]1CCCC[C@H]1NC.Br[C:14]1[CH:19]=[CH:18][CH:17]=[CH:16][C:15]=1[CH2:20][CH2:21][CH:22]([CH3:24])[CH3:23]. The product is [I:1][C:14]1[CH:19]=[CH:18][CH:17]=[CH:16][C:15]=1[CH2:20][CH2:21][CH:22]([CH3:24])[CH3:23]. The catalyst is C(O)CCCC.[Cu](I)I. The yield is 0.840. (6) The reactants are [OH:1][CH:2]1[CH:9]2[CH2:10][C:5]3([C:12]([O:14][CH3:15])=[O:13])[CH2:6][CH:7]([CH2:11][CH:3]1[CH2:4]3)[CH2:8]2.N1C=CC=CC=1.[Cl:22][C:23](Cl)([O:25]C(=O)OC(Cl)(Cl)Cl)Cl. The catalyst is C(Cl)Cl. The product is [Cl:22][C:23]([O:1][CH:2]1[CH:9]2[CH2:10][C:5]3([C:12]([O:14][CH3:15])=[O:13])[CH2:6][CH:7]([CH2:11][CH:3]1[CH2:4]3)[CH2:8]2)=[O:25]. The yield is 0.910.